Regression/Classification. Given a drug SMILES string, predict its absorption, distribution, metabolism, or excretion properties. Task type varies by dataset: regression for continuous measurements (e.g., permeability, clearance, half-life) or binary classification for categorical outcomes (e.g., BBB penetration, CYP inhibition). Dataset: cyp2d6_veith. From a dataset of CYP2D6 inhibition data for predicting drug metabolism from PubChem BioAssay. The drug is CCN(CC)CCCCCCCCOC(=O)c1cc(OC)c(OC)c(OC)c1. The result is 1 (inhibitor).